Task: Predict the product of the given reaction.. Dataset: Forward reaction prediction with 1.9M reactions from USPTO patents (1976-2016) (1) Given the reactants Br[CH2:2][C:3]1([CH3:27])[CH2:12][C:11]2[C:6](=[C:7]3[CH2:18][C:17]([CH3:20])([CH3:19])[O:16][C:8]3=[C:9]([O:13][CH2:14][CH3:15])[CH:10]=2)[C:5]([C:21]2[CH:26]=[CH:25][CH:24]=[CH:23][CH:22]=2)=[N:4]1.[O-][C:29]#[N:30].[Na+].O, predict the reaction product. The product is: [CH2:14]([O:13][C:9]1[CH:10]=[C:11]2[C:6](=[C:7]3[CH2:18][C:17]([CH3:20])([CH3:19])[O:16][C:8]=13)[C:5]([C:21]1[CH:22]=[CH:23][CH:24]=[CH:25][CH:26]=1)=[N:4][C:3]([CH3:27])([CH2:2][C:29]#[N:30])[CH2:12]2)[CH3:15]. (2) Given the reactants [F:1][C:2]1[C:11]([O:12][CH:13]2[CH2:18][CH2:17][CH2:16][CH2:15][O:14]2)=[CH:10][CH:9]=[C:8]2[C:3]=1[C:4](=[O:33])[CH:5]([C:26]1[CH:31]=[CH:30][C:29]([F:32])=[CH:28][CH:27]=1)[CH:6]([C:19]1[CH:24]=[CH:23][C:22]([I:25])=[CH:21][CH:20]=1)[O:7]2.[CH3:34][Mg]Cl, predict the reaction product. The product is: [F:1][C:2]1[C:11]([O:12][CH:13]2[CH2:18][CH2:17][CH2:16][CH2:15][O:14]2)=[CH:10][CH:9]=[C:8]2[C:3]=1[C:4]([CH3:34])([OH:33])[CH:5]([C:26]1[CH:31]=[CH:30][C:29]([F:32])=[CH:28][CH:27]=1)[CH:6]([C:19]1[CH:24]=[CH:23][C:22]([I:25])=[CH:21][CH:20]=1)[O:7]2. (3) Given the reactants [F:1][C:2]1[CH:7]=[CH:6][C:5](B(O)O)=[CH:4][CH:3]=1.N#N.Cl[C:14]1[C:20]2[CH:21]=[CH:22][CH:23]=[CH:24][C:19]=2[C:18]2[C:25]([CH3:28])=[N:26][O:27][C:17]=2[CH:16]([C:29]([F:32])([F:31])[F:30])[N:15]=1.C([O-])([O-])=O.[Na+].[Na+], predict the reaction product. The product is: [F:1][C:2]1[CH:7]=[CH:6][C:5]([C:14]2[C:20]3[CH:21]=[CH:22][CH:23]=[CH:24][C:19]=3[C:18]3[C:25]([CH3:28])=[N:26][O:27][C:17]=3[CH:16]([C:29]([F:30])([F:32])[F:31])[N:15]=2)=[CH:4][CH:3]=1. (4) Given the reactants O.[OH:2][C@H:3]1[O:22][C@H:21]([CH2:23][OH:24])[C@@H:8]([O:9][C@@H:10]2[O:18][C@H:17]([CH2:19][OH:20])[C@H:15]([OH:16])[C@H:13]([OH:14])[C@H:11]2[OH:12])[C@H:6]([OH:7])[C@H:4]1[OH:5], predict the reaction product. The product is: [OH:2][CH:3]1[O:22][C@H:21]([CH2:23][OH:24])[C@@H:8]([O:9][C@@H:10]2[O:18][C@H:17]([CH2:19][OH:20])[C@H:15]([OH:16])[C@H:13]([OH:14])[C@H:11]2[OH:12])[C@H:6]([OH:7])[C@H:4]1[OH:5]. (5) Given the reactants [O:1]=[C:2]1[C@@H:8]([N:9]([C:17]([O:19][C:20]([CH3:23])([CH3:22])[CH3:21])=[O:18])[C:10]([O:12][C:13]([CH3:16])([CH3:15])[CH3:14])=[O:11])[CH2:7][CH2:6][CH2:5][CH2:4][NH:3]1.[C:24]1([Bi]([C:24]2[CH:29]=[CH:28][CH:27]=[CH:26][CH:25]=2)[C:24]2[CH:29]=[CH:28][CH:27]=[CH:26][CH:25]=2)[CH:29]=[CH:28][CH:27]=[CH:26][CH:25]=1, predict the reaction product. The product is: [O:1]=[C:2]1[C@@H:8]([N:9]([C:10]([O:12][C:13]([CH3:14])([CH3:15])[CH3:16])=[O:11])[C:17]([O:19][C:20]([CH3:23])([CH3:22])[CH3:21])=[O:18])[CH2:7][CH2:6][CH2:5][CH2:4][N:3]1[C:24]1[CH:29]=[CH:28][CH:27]=[CH:26][CH:25]=1. (6) Given the reactants [CH2:1]([NH:3][C:4](=[O:43])[NH:5][C:6]1[N:11]=[CH:10][C:9]([C:12]2[CH:13]=[C:14]3[C:19](=[CH:20][CH:21]=2)[N:18]([C@@H:22]2[CH2:27][CH2:26][CH2:25][NH:24][CH2:23]2)[CH:17]=[C:16]([C:28]([O:30][CH2:31][CH3:32])=[O:29])[C:15]3=[O:33])=[C:8]([C:34]2[S:35][CH:36]=[C:37]([C:39]([F:42])([F:41])[F:40])[N:38]=2)[CH:7]=1)[CH3:2].C([O-])([O-])=O.[K+].[K+].Cl.Cl[CH2:52][CH2:53][N:54]([CH2:57][CH3:58])[CH2:55][CH3:56], predict the reaction product. The product is: [CH2:53]([N:54]([CH2:57][CH3:58])[CH2:55][CH2:56][N:24]1[CH2:25][CH2:26][CH2:27][C@@H:22]([N:18]2[C:19]3[C:14](=[CH:13][C:12]([C:9]4[CH:10]=[N:11][C:6]([NH:5][C:4]([NH:3][CH2:1][CH3:2])=[O:43])=[CH:7][C:8]=4[C:34]4[S:35][CH:36]=[C:37]([C:39]([F:42])([F:41])[F:40])[N:38]=4)=[CH:21][CH:20]=3)[C:15](=[O:33])[C:16]([C:28]([O:30][CH2:31][CH3:32])=[O:29])=[CH:17]2)[CH2:23]1)[CH3:52].